From a dataset of Forward reaction prediction with 1.9M reactions from USPTO patents (1976-2016). Predict the product of the given reaction. (1) The product is: [CH2:10]([CH:9]([CH2:8][CH2:7][CH2:6][CH3:5])[CH2:12][O:13][P:14]([O-:1])([O:16][CH2:17][CH:18]([CH2:19][CH3:20])[CH2:21][CH2:22][CH2:23][CH3:24])=[O:15])[CH3:11].[Nd+:2]. Given the reactants [OH-:1].[Nd+3:2].[OH-].[OH-].[CH3:5][CH2:6][CH2:7][CH2:8][CH:9]([CH2:12][O:13][PH:14]([O:16][CH2:17][CH:18]([CH2:21][CH2:22][CH2:23][CH3:24])[CH2:19][CH3:20])=[O:15])[CH2:10][CH3:11], predict the reaction product. (2) Given the reactants C(OC(=O)[CH:5]([N:11]([C:26]1[CH:31]=[CH:30][CH:29]=[CH:28][N:27]=1)[C:12]1[CH:17]=[C:16](OS(C(F)(F)F)(=O)=O)[CH:15]=[CH:14][N:13]=1)[CH2:6][CH2:7][CH2:8][CH2:9][CH3:10])C.[F:33][C:34]1[CH:39]=[CH:38][C:37](B(O)O)=[CH:36][CH:35]=1.[C:43](=[O:46])([O-])[O-:44].[K+].[K+].O.[C:50]1(C)C=CC=C[CH:51]=1, predict the reaction product. The product is: [CH2:50]([O:44][C:43](=[O:46])[CH2:10][CH2:9][CH2:8][CH2:7][CH2:6][CH2:5][N:11]([C:12]1[CH:17]=[C:16]([C:37]2[CH:38]=[CH:39][C:34]([F:33])=[CH:35][CH:36]=2)[CH:15]=[CH:14][N:13]=1)[C:26]1[CH:31]=[CH:30][CH:29]=[CH:28][N:27]=1)[CH3:51]. (3) Given the reactants [CH3:1][O:2][C:3]1[CH:4]=[N:5][C:6]2[C:11]([CH:12]=1)=[C:10]([O:13][CH2:14][CH2:15][N:16]1[CH2:21][CH2:20][NH:19][CH2:18][CH2:17]1)[CH:9]=[CH:8][CH:7]=2.[O:22]=[C:23]1[NH:28][C:27]2[CH:29]=[C:30]([C:33](O)=[O:34])[CH:31]=[CH:32][C:26]=2[S:25][CH2:24]1, predict the reaction product. The product is: [CH3:1][O:2][C:3]1[CH:4]=[N:5][C:6]2[C:11]([CH:12]=1)=[C:10]([O:13][CH2:14][CH2:15][N:16]1[CH2:21][CH2:20][N:19]([C:33]([C:30]3[CH:31]=[CH:32][C:26]4[S:25][CH2:24][C:23](=[O:22])[NH:28][C:27]=4[CH:29]=3)=[O:34])[CH2:18][CH2:17]1)[CH:9]=[CH:8][CH:7]=2. (4) Given the reactants Cl.[F:2][C:3]1([F:8])[CH2:7][CH2:6][NH:5][CH2:4]1.O=[C:10]1[CH2:15][CH2:14][CH:13]([NH:16]C(=O)OC(C)(C)C)[CH2:12][CH2:11]1, predict the reaction product. The product is: [F:2][C:3]1([F:8])[CH2:7][CH2:6][N:5]([CH:10]2[CH2:15][CH2:14][CH:13]([NH2:16])[CH2:12][CH2:11]2)[CH2:4]1. (5) Given the reactants [OH:1][C:2]1[N:3]=[C:4]2[CH:12]=[N:11][C:10]([C:13]3[CH2:18][CH2:17][N:16]([C:19]([O:21][C:22]([CH3:25])([CH3:24])[CH3:23])=[O:20])[CH2:15][CH:14]=3)=[CH:9][N:5]2[C:6](=[O:8])[CH:7]=1.[H-].[Na+].C1(N([S:35]([C:38]([F:41])([F:40])[F:39])(=[O:37])=[O:36])[S:35]([C:38]([F:41])([F:40])[F:39])(=[O:37])=[O:36])C=CC=CC=1, predict the reaction product. The product is: [O:8]=[C:6]1[N:5]2[CH:9]=[C:10]([C:13]3[CH2:18][CH2:17][N:16]([C:19]([O:21][C:22]([CH3:25])([CH3:24])[CH3:23])=[O:20])[CH2:15][CH:14]=3)[N:11]=[CH:12][C:4]2=[N:3][C:2]([O:1][S:35]([C:38]([F:41])([F:40])[F:39])(=[O:37])=[O:36])=[CH:7]1. (6) Given the reactants C([O:5][C:6](=[O:39])[CH2:7][O:8][C:9]1[C:14]2[CH2:15][CH2:16][CH2:17][CH2:18][CH:19]([NH:20][S:21]([C:24]3[CH:29]=[CH:28][C:27]([C:30]4[CH:35]=[CH:34][CH:33]=[C:32]([CH:36]([CH3:38])[CH3:37])[CH:31]=4)=[CH:26][CH:25]=3)(=[O:23])=[O:22])[C:13]=2[CH:12]=[CH:11][CH:10]=1)(C)(C)C.[OH-].[Na+], predict the reaction product. The product is: [CH:36]([C:32]1[CH:31]=[C:30]([C:27]2[CH:26]=[CH:25][C:24]([S:21]([NH:20][CH:19]3[C:13]4[CH:12]=[CH:11][CH:10]=[C:9]([O:8][CH2:7][C:6]([OH:39])=[O:5])[C:14]=4[CH2:15][CH2:16][CH2:17][CH2:18]3)(=[O:23])=[O:22])=[CH:29][CH:28]=2)[CH:35]=[CH:34][CH:33]=1)([CH3:38])[CH3:37].